From a dataset of Forward reaction prediction with 1.9M reactions from USPTO patents (1976-2016). Predict the product of the given reaction. (1) Given the reactants [OH:1][C:2]1[CH:7]=[CH:6][N:5]([C:8]2[CH:9]=[CH:10][C:11]3[N:15]=[C:14]([CH:16]4[CH2:18][CH:17]4[C:19]([OH:22])([CH3:21])[CH3:20])[N:13]([CH3:23])[C:12]=3[CH:24]=2)[C:4](=[O:25])[CH:3]=1.[Cl:26][C:27]1[CH:28]=[CH:29][C:30]([CH2:33]O)=[N:31][CH:32]=1.C(P(CCCC)CCCC)CCC.N(C(N1CCCCC1)=O)=NC(N1CCCCC1)=O, predict the reaction product. The product is: [Cl:26][C:27]1[CH:28]=[CH:29][C:30]([CH2:33][O:1][C:2]2[CH:7]=[CH:6][N:5]([C:8]3[CH:9]=[CH:10][C:11]4[N:15]=[C:14]([CH:16]5[CH2:18][CH:17]5[C:19]([OH:22])([CH3:20])[CH3:21])[N:13]([CH3:23])[C:12]=4[CH:24]=3)[C:4](=[O:25])[CH:3]=2)=[N:31][CH:32]=1. (2) Given the reactants [Cl:1][C:2]1[CH:3]=[C:4]2[C:9](=[CH:10][CH:11]=1)[CH:8]=[C:7]([S:12]([N:15]1[CH2:20][CH2:19][N:18]([C:21](=[O:36])[C:22]3[CH:27]=[CH:26][C:25]([C:28]4[CH:33]=[CH:32][N:31]=[C:30]([CH2:34]O)[CH:29]=4)=[CH:24][CH:23]=3)[CH2:17][CH2:16]1)(=[O:14])=[O:13])[CH:6]=[CH:5]2.Cl.[CH3:38][NH:39][CH3:40].C(=O)([O-])[O-].[K+].[K+], predict the reaction product. The product is: [ClH:1].[Cl:1][C:2]1[CH:3]=[C:4]2[C:9](=[CH:10][CH:11]=1)[CH:8]=[C:7]([S:12]([N:15]1[CH2:16][CH2:17][N:18]([C:21](=[O:36])[C:22]3[CH:23]=[CH:24][C:25]([C:28]4[CH:33]=[CH:32][N:31]=[C:30]([CH2:34][N:39]([CH3:40])[CH3:38])[CH:29]=4)=[CH:26][CH:27]=3)[CH2:19][CH2:20]1)(=[O:13])=[O:14])[CH:6]=[CH:5]2. (3) Given the reactants [NH2:1][NH2:2].[C:3]([C:5]1[C:10](=S)[NH:9][C:8]([C:12]2[CH:17]=[CH:16][C:15]([O:18][CH3:19])=[CH:14][CH:13]=2)=[C:7]([C:20]([O:22][CH2:23][CH3:24])=[O:21])[C:6]=1[C:25]1[CH:30]=[CH:29][CH:28]=[CH:27][C:26]=1[N+:31]([O-:33])=[O:32])#[N:4], predict the reaction product. The product is: [NH2:4][C:3]1[C:5]2[C:10](=[N:9][C:8]([C:12]3[CH:17]=[CH:16][C:15]([O:18][CH3:19])=[CH:14][CH:13]=3)=[C:7]([C:20]([O:22][CH2:23][CH3:24])=[O:21])[C:6]=2[C:25]2[CH:30]=[CH:29][CH:28]=[CH:27][C:26]=2[N+:31]([O-:33])=[O:32])[NH:2][N:1]=1. (4) Given the reactants [CH3:1][C:2]1[O:3][C:4]([C:8]([OH:10])=O)=[C:5]([CH3:7])[N:6]=1.O1CCCC1.C(Cl)(=O)C(Cl)=O.[NH2:22][C:23]1[CH:24]=[C:25]([CH:42]=[CH:43][C:44]=1[CH3:45])[O:26][C:27]1[CH:28]=[CH:29][C:30]2[N:31]([CH:33]=[C:34]([NH:36][C:37]([CH:39]3[CH2:41][CH2:40]3)=[O:38])[N:35]=2)[N:32]=1, predict the reaction product. The product is: [CH:39]1([C:37]([NH:36][C:34]2[N:35]=[C:30]3[CH:29]=[CH:28][C:27]([O:26][C:25]4[CH:42]=[CH:43][C:44]([CH3:45])=[C:23]([NH:22][C:8]([C:4]5[O:3][C:2]([CH3:1])=[N:6][C:5]=5[CH3:7])=[O:10])[CH:24]=4)=[N:32][N:31]3[CH:33]=2)=[O:38])[CH2:40][CH2:41]1. (5) Given the reactants C([O-])([O-])=O.[K+].[K+].Br[C:8]1[C:15]([OH:16])=[C:14]([O:17][CH3:18])[CH:13]=[CH:12][C:9]=1[CH:10]=[O:11].[C:19]([Si:23]([CH3:66])([CH3:65])[O:24][C:25]1[CH:30]=[CH:29][C:28](B2OB([C:28]3[CH:29]=[CH:30][C:25]([O:24][Si:23]([C:19]([CH3:22])([CH3:21])[CH3:20])([CH3:66])[CH3:65])=[CH:26][CH:27]=3)OB([C:28]3[CH:29]=[CH:30][C:25]([O:24][Si:23]([C:19]([CH3:22])([CH3:21])[CH3:20])([CH3:66])[CH3:65])=[CH:26][CH:27]=3)O2)=[CH:27][CH:26]=1)([CH3:22])([CH3:21])[CH3:20].C(C1C=C(C)C=C(C(C)(C)C)C=1O)(C)(C)C, predict the reaction product. The product is: [C:19]([Si:23]([CH3:66])([CH3:65])[O:24][C:25]1[CH:30]=[CH:29][C:28]([C:8]2[C:9]([CH:10]=[O:11])=[CH:12][CH:13]=[C:14]([O:17][CH3:18])[C:15]=2[OH:16])=[CH:27][CH:26]=1)([CH3:22])([CH3:21])[CH3:20]. (6) The product is: [CH3:30][N:25]([CH3:26])[CH2:24][CH2:23][CH2:22][C:16]1[CH:15]=[C:14]2[C:19]([CH:20]=[CH:21][N:12]([C:3]3[CH:4]=[C:5]([CH:10]=[CH:11][C:2]=3[CH3:1])[C:6]([O:8][CH3:9])=[O:7])[C:13]2=[O:31])=[CH:18][CH:17]=1. Given the reactants [CH3:1][C:2]1[CH:11]=[CH:10][C:5]([C:6]([O:8][CH3:9])=[O:7])=[CH:4][C:3]=1[N:12]1[CH:21]=[CH:20][C:19]2[C:14](=[CH:15][C:16]([C:22]#[C:23][CH2:24][N:25]3[CH2:30]COC[CH2:26]3)=[CH:17][CH:18]=2)[C:13]1=[O:31].CO.C(OCC)(=O)C, predict the reaction product.